Dataset: Reaction yield outcomes from USPTO patents with 853,638 reactions. Task: Predict the reaction yield, written as a fraction of the theoretical maximum amount of product (1.0 means a 100% yield; for example, 0.34 means a 34% yield). (1) The reactants are C([NH:3][CH2:4][C:5]1[CH:10]=[C:9]([C:11]([CH3:14])([CH3:13])[CH3:12])[C:8]([OH:15])=[C:7]([C:16]([CH3:19])([CH3:18])[CH3:17])[CH:6]=1)=O.N. The catalyst is O1CCOCC1.Cl.O. The product is [C:11]([C:9]1[CH:10]=[C:5]([CH:6]=[C:7]([C:16]([CH3:19])([CH3:18])[CH3:17])[C:8]=1[OH:15])[CH2:4][NH2:3])([CH3:14])([CH3:13])[CH3:12]. The yield is 0.970. (2) The reactants are Cl[C:2]1[CH:3]=[CH:4][C:5]2[N:6]=[CH:7][N:8]=[C:9]([O:12][CH:13]3[CH2:18][CH2:17][N:16]([CH3:19])[CH2:15][CH2:14]3)[C:10]=2[N:11]=1.[Cl:20][C:21]1[C:26]([NH:27][S:28]([C:31]2[CH:36]=[CH:35][C:34]([F:37])=[CH:33][C:32]=2[F:38])(=[O:30])=[O:29])=[CH:25][C:24](B2OC(C)(C)C(C)(C)O2)=[CH:23][N:22]=1.C(=O)(O)[O-].[Na+]. The catalyst is O1CCOCC1. The product is [Cl:20][C:21]1[C:26]([NH:27][S:28]([C:31]2[CH:36]=[CH:35][C:34]([F:37])=[CH:33][C:32]=2[F:38])(=[O:30])=[O:29])=[CH:25][C:24]([C:2]2[CH:3]=[CH:4][C:5]3[N:6]=[CH:7][N:8]=[C:9]([O:12][CH:13]4[CH2:18][CH2:17][N:16]([CH3:19])[CH2:15][CH2:14]4)[C:10]=3[N:11]=2)=[CH:23][N:22]=1. The yield is 0.340. (3) The reactants are [OH:1][C:2]1[CH:3]=[C:4]2[C:9](=[CH:10][CH:11]=1)[CH:8]=[C:7]([C@:12]1([CH3:18])[CH2:16][O:15][C:14](=[O:17])[NH:13]1)[CH:6]=[CH:5]2.O1CCCC1.[C:24]([CH:28]1[CH2:33][CH2:32][CH:31](O)[CH2:30][CH2:29]1)([CH3:27])([CH3:26])[CH3:25].C1(P(C2C=CC=CC=2)C2C=CC=CC=2)C=CC=CC=1.N(C(OC(C)C)=O)=NC(OC(C)C)=O. No catalyst specified. The product is [C:24]([C@H:28]1[CH2:33][CH2:32][C@H:31]([O:1][C:2]2[CH:3]=[C:4]3[C:9](=[CH:10][CH:11]=2)[CH:8]=[C:7]([C@:12]2([CH3:18])[CH2:16][O:15][C:14](=[O:17])[NH:13]2)[CH:6]=[CH:5]3)[CH2:30][CH2:29]1)([CH3:27])([CH3:26])[CH3:25]. The yield is 0.640. (4) The reactants are Br[CH:2]([C:8]1[CH:13]=[CH:12][CH:11]=[CH:10][CH:9]=1)[C:3]([O:5][CH2:6][CH3:7])=[O:4].[CH3:14][S:15][C:16]1[CH:17]=[C:18]([CH:20]=[CH:21][CH:22]=1)[NH2:19].CCN(C(C)C)C(C)C. The yield is 0.790. The product is [CH2:6]([O:5][C:3](=[O:4])[CH:2]([NH:19][C:18]1[CH:20]=[CH:21][CH:22]=[C:16]([S:15][CH3:14])[CH:17]=1)[C:8]1[CH:13]=[CH:12][CH:11]=[CH:10][CH:9]=1)[CH3:7]. The catalyst is C(#N)C. (5) The reactants are [N+:1]([C:4]1[O:8][C:7]([C:9]([N:11]2[CH2:16][CH2:15][NH:14][CH2:13][CH2:12]2)=[O:10])=[CH:6][CH:5]=1)([O-:3])=[O:2].[F:17][C:18]1[CH:25]=[CH:24][C:21]([CH:22]=O)=[CH:20][CH:19]=1.CC(O)=O. The catalyst is C1COCC1. The product is [F:17][C:18]1[CH:25]=[CH:24][C:21]([CH2:22][N:14]2[CH2:15][CH2:16][N:11]([C:9]([C:7]3[O:8][C:4]([N+:1]([O-:3])=[O:2])=[CH:5][CH:6]=3)=[O:10])[CH2:12][CH2:13]2)=[CH:20][CH:19]=1. The yield is 0.650. (6) The reactants are [Cl:1][C:2]1[CH:7]=NC(I)=C[N:3]=1.[F:9][C:10]1[CH:11]=[C:12]([C:16]#[CH:17])[CH:13]=[CH:14][CH:15]=1.[CH2:18]([N:20](CC)CC)[CH3:19]. The catalyst is C1COCC1.Cl[Pd](Cl)([P](C1C=CC=CC=1)(C1C=CC=CC=1)C1C=CC=CC=1)[P](C1C=CC=CC=1)(C1C=CC=CC=1)C1C=CC=CC=1.[Cu]I. The product is [Cl:1][C:2]1[N:3]=[N:20][C:18]([C:17]#[C:16][C:12]2[CH:13]=[CH:14][CH:15]=[C:10]([F:9])[CH:11]=2)=[CH:19][CH:7]=1. The yield is 0.780. (7) The reactants are [CH2:1]([O:4][C:5]1[CH:10]=[C:9]([CH3:11])[C:8]([N+:12]([O-])=O)=[C:7]([CH3:15])[CH:6]=1)[C:2]#[CH:3].[H][H]. The catalyst is C(O)C.[Pd]. The product is [CH3:11][C:9]1[CH:10]=[C:5]([O:4][CH2:1][CH2:2][CH3:3])[CH:6]=[C:7]([CH3:15])[C:8]=1[NH2:12]. The yield is 0.850. (8) The reactants are [CH3:1][O:2][C:3](=[O:32])[C:4]1[CH:9]=[CH:8][C:7]([CH2:10][N:11]2[CH:15]=[C:14]([C:16]3[CH:21]=[CH:20][C:19]([Cl:22])=[CH:18][C:17]=3[Cl:23])[N:13]=[C:12]2[CH2:24][C:25]2[CH:30]=[CH:29][C:28](Br)=[CH:27][CH:26]=2)=[CH:6][CH:5]=1.[CH3:33][O:34][C:35]1[CH:40]=[CH:39][CH:38]=[CH:37][C:36]=1B(O)O. No catalyst specified. The product is [CH3:1][O:2][C:3](=[O:32])[C:4]1[CH:9]=[CH:8][C:7]([CH2:10][N:11]2[CH:15]=[C:14]([C:16]3[CH:21]=[CH:20][C:19]([Cl:22])=[CH:18][C:17]=3[Cl:23])[N:13]=[C:12]2[CH2:24][C:25]2[CH:30]=[CH:29][C:28]([C:36]3[CH:37]=[CH:38][CH:39]=[CH:40][C:35]=3[O:34][CH3:33])=[CH:27][CH:26]=2)=[CH:6][CH:5]=1. The yield is 0.670.